The task is: Predict the product of the given reaction.. This data is from Forward reaction prediction with 1.9M reactions from USPTO patents (1976-2016). (1) Given the reactants Cl[CH2:2][CH2:3][CH2:4][S:5](Cl)(=[O:7])=[O:6].[NH2:9][CH2:10][C:11]1[N:12]([CH2:23][CH:24]([CH3:26])[CH3:25])[C:13]2[C:18]([CH3:19])=[C:17]([CH3:20])[N:16]=[C:15]([NH2:21])[C:14]=2[N:22]=1.C1CCN2C(=NCCC2)CC1, predict the reaction product. The product is: [O:6]=[S:5]1(=[O:7])[CH2:4][CH2:3][CH2:2][N:9]1[CH2:10][C:11]1[N:12]([CH2:23][CH:24]([CH3:26])[CH3:25])[C:13]2[C:18]([CH3:19])=[C:17]([CH3:20])[N:16]=[C:15]([NH2:21])[C:14]=2[N:22]=1. (2) Given the reactants [NH:1]1[CH2:6][CH2:5][S:4][CH2:3][CH2:2]1.[N+:7]([C:10]1[CH:11]=[CH:12][C:13](F)=[C:14]([CH3:16])[CH:15]=1)([O-:9])=[O:8].C(N(CC)C(C)C)(C)C, predict the reaction product. The product is: [CH3:16][C:14]1[CH:15]=[C:10]([N+:7]([O-:9])=[O:8])[CH:11]=[CH:12][C:13]=1[N:1]1[CH2:6][CH2:5][S:4][CH2:3][CH2:2]1. (3) Given the reactants [NH2:1][C:2]1[CH:7]=[CH:6][C:5]([OH:8])=[CH:4][CH:3]=1.Cl[C:10]1[CH:15]=[C:14]([O:16][C:17]2[CH:18]=[C:19]([CH3:30])[C:20]([CH3:29])=[N:21][C:22]=2[C:23]2[CH:28]=[CH:27][CH:26]=[CH:25][N:24]=2)[CH:13]=[CH:12][N:11]=1.C([O-])([O-])=O.[Cs+].[Cs+].CC1(C)C2C(=C(P(C3C=CC=CC=3)C3C=CC=CC=3)C=CC=2)OC2C(P(C3C=CC=CC=3)C3C=CC=CC=3)=CC=CC1=2, predict the reaction product. The product is: [CH3:30][C:19]1[CH:18]=[C:17]([O:16][C:14]2[CH:13]=[CH:12][N:11]=[C:10]([NH:1][C:2]3[CH:7]=[CH:6][C:5]([OH:8])=[CH:4][CH:3]=3)[CH:15]=2)[C:22]([C:23]2[CH:28]=[CH:27][CH:26]=[CH:25][N:24]=2)=[N:21][C:20]=1[CH3:29]. (4) Given the reactants [C:1]([O:8]C)(=O)[CH2:2][C:3]([O:5][CH3:6])=[O:4].N1CCCCC1.C(O)(=O)C.[NH2:20][C:21]1[C:26]([CH:27]=O)=[CH:25][CH:24]=[C:23]([N:29]2[CH2:34][CH2:33][N:32]([CH3:35])[CH2:31][CH2:30]2)[N:22]=1, predict the reaction product. The product is: [CH3:6][O:5][C:3]([C:2]1[C:1](=[O:8])[NH:20][C:21]2[C:26]([CH:27]=1)=[CH:25][CH:24]=[C:23]([N:29]1[CH2:30][CH2:31][N:32]([CH3:35])[CH2:33][CH2:34]1)[N:22]=2)=[O:4]. (5) Given the reactants [C:1]([NH:9][C:10]1[S:11][CH2:12][C@@H:13]2[C@@H:18]([C:19](N(OC)C)=[O:20])[O:17][CH2:16][C@:14]2([C:25]2[CH:30]=[C:29]([Br:31])[CH:28]=[CH:27][C:26]=2[F:32])[N:15]=1)(=[O:8])[C:2]1[CH:7]=[CH:6][CH:5]=[CH:4][CH:3]=1.[CH2:33]1[CH2:37]OC[CH2:34]1, predict the reaction product. The product is: [Br:31][C:29]1[CH:28]=[CH:27][C:26]([F:32])=[C:25]([C@:14]23[CH2:16][O:17][C@H:18]([C:19]([CH:34]4[CH2:33][CH2:37]4)=[O:20])[CH:13]2[CH2:12][S:11][C:10]([NH:9][C:1](=[O:8])[C:2]2[CH:3]=[CH:4][CH:5]=[CH:6][CH:7]=2)=[N:15]3)[CH:30]=1. (6) Given the reactants [C:1]([N:4]1[CH2:9][CH2:8][N:7]([C:10]2[CH:15]=[CH:14][C:13]([N+:16]([O-])=O)=[CH:12][N:11]=2)[CH2:6][CH2:5]1)(=[O:3])[CH3:2].[H][H], predict the reaction product. The product is: [C:1]([N:4]1[CH2:5][CH2:6][N:7]([C:10]2[N:11]=[CH:12][C:13]([NH2:16])=[CH:14][CH:15]=2)[CH2:8][CH2:9]1)(=[O:3])[CH3:2]. (7) Given the reactants [CH2:1]([C:4]1[CH:9]=[CH:8][CH:7]=[CH:6][C:5]=1[CH2:10][C:11]([O:13]C)=[O:12])[CH:2]=[CH2:3].[OH-].[Li+], predict the reaction product. The product is: [CH2:1]([C:4]1[CH:9]=[CH:8][CH:7]=[CH:6][C:5]=1[CH2:10][C:11]([OH:13])=[O:12])[CH:2]=[CH2:3].